Dataset: Full USPTO retrosynthesis dataset with 1.9M reactions from patents (1976-2016). Task: Predict the reactants needed to synthesize the given product. (1) Given the product [CH3:11][C:10]1[C:3]2[C:2]([NH:25][C:17]3[CH:18]=[C:19]4[C:23](=[CH:24][C:16]=3[O:15][CH:12]([CH3:14])[CH3:13])[NH:22][N:21]=[CH:20]4)=[N:7][CH:6]=[N:5][C:4]=2[NH:8][CH:9]=1, predict the reactants needed to synthesize it. The reactants are: Cl[C:2]1[C:3]2[C:10]([CH3:11])=[CH:9][NH:8][C:4]=2[N:5]=[CH:6][N:7]=1.[CH:12]([O:15][C:16]1[CH:24]=[C:23]2[C:19]([CH:20]=[N:21][NH:22]2)=[CH:18][C:17]=1[NH2:25])([CH3:14])[CH3:13]. (2) Given the product [Cl:19][C:8]1[N:9]=[C:10]([N:13]2[CH2:18][CH2:17][O:16][CH2:15][CH2:14]2)[C:11]2[N:12]=[C:3]([CH2:2][N:28]3[CH2:29][CH:26]([CH:23]4[CH2:24][CH2:25][O:20][CH2:21][CH2:22]4)[CH2:27]3)[CH:4]=[CH:5][C:6]=2[N:7]=1, predict the reactants needed to synthesize it. The reactants are: Br[CH2:2][C:3]1[CH:4]=[CH:5][C:6]2[N:7]=[C:8]([Cl:19])[N:9]=[C:10]([N:13]3[CH2:18][CH2:17][O:16][CH2:15][CH2:14]3)[C:11]=2[N:12]=1.[O:20]1[CH2:25][CH2:24][CH:23]([CH:26]2[CH2:29][NH:28][CH2:27]2)[CH2:22][CH2:21]1. (3) Given the product [ClH:8].[NH2:1][C:2]1[N:7]=[C:6]([NH:9][C:10]2[CH:15]=[CH:14][C:13]([S:16]([NH:19][C:20]3[CH:25]=[CH:24][CH:23]=[CH:22][CH:21]=3)(=[O:18])=[O:17])=[CH:12][CH:11]=2)[CH:5]=[CH:4][N:3]=1, predict the reactants needed to synthesize it. The reactants are: [NH2:1][C:2]1[N:7]=[C:6]([Cl:8])[CH:5]=[CH:4][N:3]=1.[NH2:9][C:10]1[CH:15]=[CH:14][C:13]([S:16]([NH:19][C:20]2[CH:25]=[CH:24][CH:23]=[CH:22][CH:21]=2)(=[O:18])=[O:17])=[CH:12][CH:11]=1.Cl. (4) Given the product [N:17]([CH2:2][C:3](=[O:16])[C:4]([C:7]1[CH:12]=[CH:11][C:10]([F:13])=[C:9]([O:14][CH3:15])[CH:8]=1)([CH3:6])[CH3:5])=[N+:18]=[N-:19], predict the reactants needed to synthesize it. The reactants are: Br[CH2:2][C:3](=[O:16])[C:4]([C:7]1[CH:12]=[CH:11][C:10]([F:13])=[C:9]([O:14][CH3:15])[CH:8]=1)([CH3:6])[CH3:5].[N-:17]=[N+:18]=[N-:19].[Na+]. (5) Given the product [F:34][C:20]1[C:19]([C:9]2[N:10]=[C:11]([CH:13]3[CH2:18][CH2:17][O:16][CH2:15][CH2:14]3)[S:12][C:8]=2[C:6]2[CH:5]=[CH:4][N:3]=[C:2]([NH:38][CH2:37][CH2:35][OH:36])[N:7]=2)=[CH:24][CH:23]=[CH:22][C:21]=1[NH:25][S:26]([C:29]1[CH:33]=[CH:32][O:31][CH:30]=1)(=[O:28])=[O:27], predict the reactants needed to synthesize it. The reactants are: Cl[C:2]1[N:7]=[C:6]([C:8]2[S:12][C:11]([CH:13]3[CH2:18][CH2:17][O:16][CH2:15][CH2:14]3)=[N:10][C:9]=2[C:19]2[C:20]([F:34])=[C:21]([NH:25][S:26]([C:29]3[CH:33]=[CH:32][O:31][CH:30]=3)(=[O:28])=[O:27])[CH:22]=[CH:23][CH:24]=2)[CH:5]=[CH:4][N:3]=1.[CH2:35]([CH2:37][NH2:38])[OH:36].CO. (6) Given the product [F:16][C:17]1[CH:22]=[C:21]([F:23])[CH:20]=[C:19]([F:24])[C:18]=1[CH:2]([C:3]([O:5][CH2:6][CH3:7])=[O:4])[C:1]([O:9][CH2:10][CH3:11])=[O:8], predict the reactants needed to synthesize it. The reactants are: [C:1]([O:9][CH2:10][CH3:11])(=[O:8])[CH2:2][C:3]([O:5][CH2:6][CH3:7])=[O:4].CC[O-].[Na+].[F:16][C:17]1[CH:22]=[C:21]([F:23])[CH:20]=[C:19]([F:24])[C:18]=1Br.Cl. (7) The reactants are: [BH4-].[Na+].[Si:3]([O:10][C:11]1[CH:12]=[CH:13][CH:14]=[C:15]2[C:20]=1[N:19]=[C:18]([C:21]1[N:25]3[CH:26]=[CH:27][C:28]([CH:30]=[O:31])=[CH:29][C:24]3=[N:23][N:22]=1)[CH:17]=[CH:16]2)([C:6]([CH3:9])([CH3:8])[CH3:7])([CH3:5])[CH3:4]. Given the product [Si:3]([O:10][C:11]1[CH:12]=[CH:13][CH:14]=[C:15]2[C:20]=1[N:19]=[C:18]([C:21]1[N:25]3[CH:26]=[CH:27][C:28]([CH2:30][OH:31])=[CH:29][C:24]3=[N:23][N:22]=1)[CH:17]=[CH:16]2)([C:6]([CH3:7])([CH3:8])[CH3:9])([CH3:4])[CH3:5], predict the reactants needed to synthesize it.